From a dataset of Full USPTO retrosynthesis dataset with 1.9M reactions from patents (1976-2016). Predict the reactants needed to synthesize the given product. Given the product [F:23][C:17]1[C:18]([F:22])=[CH:19][CH:20]=[CH:21][C:16]=1[C@H:13]1[CH2:12][N:11]([CH2:24][C:25]2[CH:30]=[CH:29][CH:28]=[CH:27][N:26]=2)[C:10](=[O:31])[C@H:9]([NH:8][C:33]([N:60]2[CH2:61][CH2:62][CH:57]([N:49]3[C:50]4[C:51](=[N:52][CH:53]=[CH:54][CH:55]=4)[NH:56][C:48]3=[O:47])[CH2:58][CH2:59]2)=[O:34])[CH2:15][CH2:14]1, predict the reactants needed to synthesize it. The reactants are: C(N(CC)CC)C.[NH2:8][C@@H:9]1[CH2:15][CH2:14][C@@H:13]([C:16]2[CH:21]=[CH:20][CH:19]=[C:18]([F:22])[C:17]=2[F:23])[CH2:12][N:11]([CH2:24][C:25]2[CH:30]=[CH:29][CH:28]=[CH:27][N:26]=2)[C:10]1=[O:31].Cl[C:33](OC1C=CC([N+]([O-])=O)=CC=1)=[O:34].Cl.Cl.[O:47]=[C:48]1[NH:56][C:51]2=[N:52][CH:53]=[CH:54][CH:55]=[C:50]2[N:49]1[CH:57]1[CH2:62][CH2:61][NH:60][CH2:59][CH2:58]1.